From a dataset of Full USPTO retrosynthesis dataset with 1.9M reactions from patents (1976-2016). Predict the reactants needed to synthesize the given product. (1) Given the product [Br:8][C:5]1[CH:6]=[CH:7][C:2]([C:26]#[C:25][Si:22]([CH3:24])([CH3:23])[CH3:21])=[C:3]([N+:9]([O-:11])=[O:10])[CH:4]=1, predict the reactants needed to synthesize it. The reactants are: Br[C:2]1[CH:7]=[CH:6][C:5]([Br:8])=[CH:4][C:3]=1[N+:9]([O-:11])=[O:10].CCN(C(C)C)C(C)C.[CH3:21][Si:22]([C:25]#[CH:26])([CH3:24])[CH3:23]. (2) Given the product [Cl:1][C:2]1[CH:24]=[CH:23][C:5]([CH2:6][NH:7][C:8]([C:10]2[C:11](=[O:22])[C:12]3[CH:19]=[C:18]([CH2:20][N:26]([CH2:27][CH:28]([OH:29])[C:30]4[CH:31]=[CH:32][N:33]=[CH:34][CH:35]=4)[CH3:25])[O:17][C:13]=3[N:14]([CH3:16])[CH:15]=2)=[O:9])=[CH:4][CH:3]=1, predict the reactants needed to synthesize it. The reactants are: [Cl:1][C:2]1[CH:24]=[CH:23][C:5]([CH2:6][NH:7][C:8]([C:10]2[C:11](=[O:22])[C:12]3[CH:19]=[C:18]([CH2:20]Cl)[O:17][C:13]=3[N:14]([CH3:16])[CH:15]=2)=[O:9])=[CH:4][CH:3]=1.[CH3:25][NH:26][CH2:27][CH:28]([C:30]1[CH:35]=[CH:34][N:33]=[CH:32][CH:31]=1)[OH:29]. (3) The reactants are: [C:1]1([CH2:7][O:8][C:9]2[CH:10]=[CH:11][C:12](C(=O)C)=[C:13]3[C:18]=2[NH:17][C:16](=[O:19])[CH:15]=[CH:14]3)[CH:6]=[CH:5][CH:4]=[CH:3][CH:2]=1.[C:23]([OH:26])(=O)[CH3:24].I([Cl:30])(=O)=O.I(Cl)(=O)=O.C([N+](C)(C)C)C1C=CC=CC=1. Given the product [Cl:30][CH2:24][C:23]([N:17]1[C:18]2[C:13](=[CH:12][CH:11]=[CH:10][C:9]=2[O:8][CH2:7][C:1]2[CH:2]=[CH:3][CH:4]=[CH:5][CH:6]=2)[CH:14]=[CH:15][C:16]1=[O:19])=[O:26], predict the reactants needed to synthesize it. (4) Given the product [C:12]([O:11][C:9](=[O:10])[NH:32][CH2:31][C:22]1([CH2:21][CH:17]2[O:16][CH2:20][CH2:19][O:18]2)[C:30]2[C:25](=[CH:26][CH:27]=[CH:28][CH:29]=2)[CH2:24][CH2:23]1)([CH3:13])([CH3:14])[CH3:15], predict the reactants needed to synthesize it. The reactants are: [CH3:13][C:12]([O:11][C:9](O[C:9]([O:11][C:12]([CH3:15])([CH3:14])[CH3:13])=[O:10])=[O:10])([CH3:15])[CH3:14].[O:16]1[CH2:20][CH2:19][O:18][CH:17]1[CH2:21][C:22]1([CH2:31][NH2:32])[C:30]2[C:25](=[CH:26][CH:27]=[CH:28][CH:29]=2)[CH2:24][CH2:23]1.C(N(CC)CC)C. (5) The reactants are: C(OC([O:9][C:10]([NH:12][CH2:13][CH:14]([CH2:19][CH:20]([CH3:22])[CH3:21])[CH2:15][C:16]([OH:18])=[O:17])=[O:11])C)(=O)C(C)C.C(=O)([O-])O[C:25]1C=CC([N+]([O-])=O)=[CH:27][C:26]=1[CH:34]([O:36][C:37](=[O:41])[CH:38]([CH3:40])[CH3:39])C. Given the product [C:37]([O:36][CH:34]([O:11][C:10]([NH:12][CH2:13][CH:14]([CH2:19][CH:20]([CH3:22])[CH3:21])[CH2:15][C:16]([OH:18])=[O:17])=[O:9])[CH:26]([CH3:25])[CH3:27])(=[O:41])[CH:38]([CH3:39])[CH3:40], predict the reactants needed to synthesize it. (6) Given the product [N:23]1[CH:28]=[CH:27][CH:26]=[C:25]([CH2:29][CH2:3][CH:1]=[O:2])[CH:24]=1, predict the reactants needed to synthesize it. The reactants are: [CH:1]([CH:3]=P(C1C=CC=CC=1)(C1C=CC=CC=1)C1C=CC=CC=1)=[O:2].[N:23]1[CH:28]=[CH:27][CH:26]=[C:25]([CH:29]=O)[CH:24]=1. (7) Given the product [CH2:14]([N:4]1[C:5]2[C:10](=[C:9]([N+:11]([O-:13])=[O:12])[CH:8]=[CH:7][CH:6]=2)[C:2]([C:20]2[CH:21]=[CH:22][C:17]([CH3:16])=[CH:18][CH:19]=2)=[N:3]1)[CH3:15], predict the reactants needed to synthesize it. The reactants are: Br[C:2]1[C:10]2[C:5](=[CH:6][CH:7]=[CH:8][C:9]=2[N+:11]([O-:13])=[O:12])[N:4]([CH2:14][CH3:15])[N:3]=1.[CH3:16][C:17]1[CH:22]=[CH:21][C:20](B(O)O)=[CH:19][CH:18]=1.C(=O)([O-])[O-].[Na+].[Na+].O. (8) Given the product [Cl:1][C:2]1[C:3]([CH3:10])=[C:4]([NH:9][CH:13]([CH2:14][CH3:15])[CH2:12][CH3:11])[C:5]([NH2:8])=[N:6][CH:7]=1, predict the reactants needed to synthesize it. The reactants are: [Cl:1][C:2]1[C:3]([CH3:10])=[C:4]([NH2:9])[C:5]([NH2:8])=[N:6][CH:7]=1.[CH3:11][CH2:12][C:13](=O)[CH2:14][CH3:15].C(O[BH-](OC(=O)C)OC(=O)C)(=O)C.[Na+]. (9) Given the product [CH3:1][N:2]([CH3:31])[C:3](=[O:30])[CH2:4][N:5]1[C:14]2[C:9](=[N:10][CH:11]=[C:12]([CH2:15][C:16]3[CH:17]=[CH:18][C:19]([F:22])=[CH:20][CH:21]=3)[CH:13]=2)[C:8]([OH:23])=[C:7]([C:24]([NH:32][C:33]([CH3:37])([CH3:36])[CH2:34][OH:35])=[O:25])[C:6]1=[O:29], predict the reactants needed to synthesize it. The reactants are: [CH3:1][N:2]([CH3:31])[C:3](=[O:30])[CH2:4][N:5]1[C:14]2[C:9](=[N:10][CH:11]=[C:12]([CH2:15][C:16]3[CH:21]=[CH:20][C:19]([F:22])=[CH:18][CH:17]=3)[CH:13]=2)[C:8]([OH:23])=[C:7]([C:24](OCC)=[O:25])[C:6]1=[O:29].[NH2:32][C:33]([CH3:37])([CH3:36])[CH2:34][OH:35]. (10) Given the product [Cl:4][CH2:5][CH2:6][C:7]1[C:12]([CH2:13][C:1]#[N:2])=[CH:11][CH:10]=[C:9]([O:15][CH3:16])[N:8]=1, predict the reactants needed to synthesize it. The reactants are: [C-:1]#[N:2].[Na+].[Cl:4][CH2:5][CH2:6][C:7]1[C:12]([CH2:13]Cl)=[CH:11][CH:10]=[C:9]([O:15][CH3:16])[N:8]=1.O.C(OCC)(=O)C.